This data is from Full USPTO retrosynthesis dataset with 1.9M reactions from patents (1976-2016). The task is: Predict the reactants needed to synthesize the given product. (1) Given the product [F:1][C:2]1[CH:3]=[C:4]([CH:12]=[CH:13][CH:14]=1)[O:5][CH2:6][CH2:7][CH2:8][C:9]([Cl:15])=[O:10], predict the reactants needed to synthesize it. The reactants are: [F:1][C:2]1[CH:3]=[C:4]([CH:12]=[CH:13][CH:14]=1)[O:5][CH2:6][CH2:7][CH2:8][C:9](O)=[O:10].[Cl:15]SCl. (2) Given the product [CH3:67][O:66][C:65]([NH:64][C@H:59]([C:58]([N:53]1[CH2:54][C@@H:55]([CH3:57])[CH2:56][C@H:52]1[C:50]1[NH:51][C:47]([C:32]2[CH:33]=[C:34]3[CH2:35][O:36][C:23]4[CH:22]=[C:21]5[C:26]([CH:27]=[CH:28][C:18]6[N:17]=[C:16]([C@@H:6]7[CH2:5][C@H:4]([CH2:3][O:2][CH3:1])[CH2:8][N:7]7[C:9]([O:11][C:12]([CH3:14])([CH3:15])[CH3:13])=[O:10])[NH:20][C:19]=65)=[CH:25][C:24]=4[C:29]3=[CH:30][CH:31]=2)=[CH:48][N:49]=1)=[O:69])[C@@H:60]([CH2:61][CH3:62])[CH3:63])=[O:68], predict the reactants needed to synthesize it. The reactants are: [CH3:1][O:2][CH2:3][C@@H:4]1[CH2:8][N:7]([C:9]([O:11][C:12]([CH3:15])([CH3:14])[CH3:13])=[O:10])[C@H:6]([C:16]2[NH:20][C:19]3[C:21]4[C:26]([CH:27]=[CH:28][C:18]=3[N:17]=2)=[CH:25][C:24]2[C:29]3[C:34]([CH2:35][O:36][C:23]=2[CH:22]=4)=[CH:33][C:32](B2OC(C)(C)C(C)(C)O2)=[CH:31][CH:30]=3)[CH2:5]1.Br[C:47]1[NH:51][C:50]([C@@H:52]2[CH2:56][C@H:55]([CH3:57])[CH2:54][N:53]2[C:58](=[O:69])[C@@H:59]([NH:64][C:65](=[O:68])[O:66][CH3:67])[C@@H:60]([CH3:63])[CH2:61][CH3:62])=[N:49][CH:48]=1.C([O-])([O-])=O.[K+].[K+]. (3) Given the product [C:1]12([C:11]3[CH:12]=[CH:13][C:14]([O:15][CH2:16][CH2:17][CH2:18][C:19]([OH:21])=[O:20])=[CH:24][CH:25]=3)[CH2:8][CH:7]3[CH2:9][CH:3]([CH2:4][CH:5]([CH2:6]3)[CH2:10]1)[CH2:2]2, predict the reactants needed to synthesize it. The reactants are: [C:1]12([C:11]3[CH:25]=[CH:24][C:14]([O:15][CH2:16][CH2:17][CH2:18][C:19]([O:21]CC)=[O:20])=[CH:13][CH:12]=3)[CH2:10][CH:5]3[CH2:6][CH:7]([CH2:9][CH:3]([CH2:4]3)[CH2:2]1)[CH2:8]2.O.[OH-].[Li+].Cl. (4) Given the product [N:1]1[CH:6]=[CH:5][CH:4]=[C:3]2[CH2:7][CH2:8][CH:9]([OH:10])[C:2]=12, predict the reactants needed to synthesize it. The reactants are: [N:1]1[CH:6]=[CH:5][CH:4]=[C:3]2[CH2:7][CH2:8][CH2:9][C:2]=12.[OH:10]O. (5) Given the product [Br:1][C:2]1[CH:7]=[CH:6][C:5]([S:8]([N:11]2[CH2:18][CH2:17][C:14]([CH2:15][NH:22][CH2:21][C:20]([F:24])([F:23])[F:19])([OH:16])[CH2:13][CH2:12]2)(=[O:10])=[O:9])=[CH:4][CH:3]=1, predict the reactants needed to synthesize it. The reactants are: [Br:1][C:2]1[CH:7]=[CH:6][C:5]([S:8]([N:11]2[CH2:18][CH2:17][C:14]3([O:16][CH2:15]3)[CH2:13][CH2:12]2)(=[O:10])=[O:9])=[CH:4][CH:3]=1.[F:19][C:20]([F:24])([F:23])[CH2:21][NH2:22].[Al]. (6) Given the product [CH3:14][N:15]([CH3:20])[CH2:16][CH2:17][N:18]([CH3:19])[C:2]1[CH:9]=[CH:8][C:5]([C:6]#[N:7])=[CH:4][C:3]=1[C:10]([F:13])([F:12])[F:11], predict the reactants needed to synthesize it. The reactants are: Cl[C:2]1[CH:9]=[CH:8][C:5]([C:6]#[N:7])=[CH:4][C:3]=1[C:10]([F:13])([F:12])[F:11].[CH3:14][N:15]([CH3:20])[CH2:16][CH2:17][NH:18][CH3:19]. (7) The reactants are: [CH:1]1([O:4][C:5]2[CH:6]=[C:7]([C:15]3[NH:32][C:18]4[CH:19]=[N:20][N:21](COCC[Si](C)(C)C)[C:22](=[O:23])[C:17]=4[C:16]=3[CH2:33][CH2:34][CH2:35][CH2:36][CH3:37])[CH:8]=[CH:9][C:10]=2[O:11][CH:12]([F:14])[F:13])[CH2:3][CH2:2]1.C1(OC2C=C(C3NC4C=NN(COCC[Si](C)(C)C)C(=O)C=4C=3CCC)C=CC=2OC(F)F)CC1. Given the product [CH:1]1([O:4][C:5]2[CH:6]=[C:7]([C:15]3[NH:32][C:18]4[CH:19]=[N:20][NH:21][C:22](=[O:23])[C:17]=4[C:16]=3[CH2:33][CH2:34][CH2:35][CH2:36][CH3:37])[CH:8]=[CH:9][C:10]=2[O:11][CH:12]([F:13])[F:14])[CH2:2][CH2:3]1, predict the reactants needed to synthesize it. (8) Given the product [N:24]1([C:20](=[O:22])[CH2:19][CH2:18][CH2:17][CH2:16][NH:15][C:13]([C:11]2[O:10][N:9]=[C:8]([C:5]3[CH:4]=[CH:3][C:2]([F:1])=[CH:7][CH:6]=3)[CH:12]=2)=[O:14])[CH2:27][CH2:26][CH2:25]1, predict the reactants needed to synthesize it. The reactants are: [F:1][C:2]1[CH:7]=[CH:6][C:5]([C:8]2[CH:12]=[C:11]([C:13]([NH:15][CH2:16][CH2:17][CH2:18][CH2:19][C:20]([OH:22])=O)=[O:14])[O:10][N:9]=2)=[CH:4][CH:3]=1.Cl.[NH:24]1[CH2:27][CH2:26][CH2:25]1.ClCCl.CCN(C(C)C)C(C)C. (9) Given the product [N:28]1[C:29]2[C:24](=[CH:23][C:22]([CH2:21][N:18]3[C:16]4=[N:17][C:12]([C:10]5[CH:9]=[CH:8][C:3]([CH:4]=[O:5])=[CH:2][CH:11]=5)=[CH:13][CH:14]=[C:15]4[N:20]=[N:19]3)=[CH:31][CH:30]=2)[CH:25]=[CH:26][CH:27]=1, predict the reactants needed to synthesize it. The reactants are: F[C:2]1[CH:11]=[C:10]([C:12]2[N:17]=[C:16]3[N:18]([CH2:21][C:22]4[CH:23]=[C:24]5[C:29](=[CH:30][CH:31]=4)[N:28]=[CH:27][CH:26]=[CH:25]5)[N:19]=[N:20][C:15]3=[CH:14][CH:13]=2)[CH:9]=[CH:8][C:3]=1[C:4](NC)=[O:5].C(C1C=CC(B(O)O)=CC=1)=O.C(=O)([O-])[O-].[K+].[K+].O1CCOCC1. (10) Given the product [OH:13][CH2:14][C@@H:15]1[CH2:19][CH2:18][CH2:17][N:16]1[C:2]1[NH:10][C:9]2[C:4](=[N:5][CH:6]=[CH:7][CH:8]=2)[C:3]=1[C:11]#[N:12], predict the reactants needed to synthesize it. The reactants are: Cl[C:2]1[NH:10][C:9]2[C:4](=[N:5][CH:6]=[CH:7][CH:8]=2)[C:3]=1[C:11]#[N:12].[OH:13][CH2:14][CH:15]1[CH2:19][CH2:18][CH2:17][NH:16]1.